This data is from Reaction yield outcomes from USPTO patents with 853,638 reactions. The task is: Predict the reaction yield, written as a fraction of the theoretical maximum amount of product (1.0 means a 100% yield; for example, 0.34 means a 34% yield). The reactants are [CH2:12]([Sn]([CH2:12][CH2:13][CH2:14][CH3:15])([CH2:12][CH2:13][CH2:14][CH3:15])C=C)[CH2:13][CH2:14][CH3:15].[Li+].[Cl-].[CH2:18]([O:20][C@@H:21]([CH2:27][C:28]1[CH:33]=CC(OS(C(F)(F)F)(=O)=O)=[CH:30][CH:29]=1)[C:22]([O:24][CH2:25][CH3:26])=[O:23])[CH3:19].O. The catalyst is CN(C=O)C.Cl[Pd](Cl)([P](C1C=CC=CC=1)(C1C=CC=CC=1)C1C=CC=CC=1)[P](C1C=CC=CC=1)(C1C=CC=CC=1)C1C=CC=CC=1. The product is [CH2:18]([O:20][C@@H:21]([CH2:27][C:28]1[CH:33]=[CH:12][C:13]([CH:14]=[CH2:15])=[CH:30][CH:29]=1)[C:22]([O:24][CH2:25][CH3:26])=[O:23])[CH3:19]. The yield is 0.670.